Dataset: Full USPTO retrosynthesis dataset with 1.9M reactions from patents (1976-2016). Task: Predict the reactants needed to synthesize the given product. (1) Given the product [ClH:18].[CH:12]1([C:7]2[CH:6]=[C:5]([CH:10]=[C:9]([CH3:11])[N:8]=2)[C:4]([OH:17])=[O:3])[CH2:13][CH2:14][CH2:15][CH2:16]1, predict the reactants needed to synthesize it. The reactants are: C([O:3][C:4](=[O:17])[C:5]1[CH:10]=[C:9]([CH3:11])[N:8]=[C:7]([CH:12]2[CH2:16][CH2:15][CH2:14][CH2:13]2)[CH:6]=1)C.[ClH:18]. (2) Given the product [Br:1][C:2]1[CH:3]=[CH:4][C:5]([CH:8]([OH:9])[CH2:10][CH3:11])=[N:6][CH:7]=1, predict the reactants needed to synthesize it. The reactants are: [Br:1][C:2]1[CH:3]=[CH:4][C:5]([CH:8]=[O:9])=[N:6][CH:7]=1.[CH2:10]([Mg]Br)[CH3:11].C(OCC)C. (3) Given the product [CH3:15][C:12]1([CH3:14])[C:11]([CH3:16])([CH3:17])[O:10][B:9]([C:20]2[CH:25]=[CH:24][C:23]([N:26]3[N:30]=[N:29][CH:28]=[N:27]3)=[CH:22][CH:21]=2)[O:13]1, predict the reactants needed to synthesize it. The reactants are: [CH3:16][C:11]1([CH3:17])[C:12]([CH3:15])([CH3:14])[O:13][B:9]([B:9]2[O:13][C:12]([CH3:15])([CH3:14])[C:11]([CH3:17])([CH3:16])[O:10]2)[O:10]1.Br[C:20]1[CH:25]=[CH:24][C:23]([N:26]2[N:30]=[N:29][CH:28]=[N:27]2)=[CH:22][CH:21]=1.C([O-])(=O)C.[K+].